Task: Binary Classification. Given a T-cell receptor sequence (or CDR3 region) and an epitope sequence, predict whether binding occurs between them.. Dataset: TCR-epitope binding with 47,182 pairs between 192 epitopes and 23,139 TCRs (1) The epitope is HTTDPSFLGRY. The TCR CDR3 sequence is CASSLEGWGNQPQHF. Result: 1 (the TCR binds to the epitope). (2) The epitope is SFHSLHLLF. The TCR CDR3 sequence is CASSQGGTGNYEQYF. Result: 0 (the TCR does not bind to the epitope). (3) The epitope is WICLLQFAY. The TCR CDR3 sequence is CATSDPGSYEQYF. Result: 1 (the TCR binds to the epitope). (4) The epitope is ITEEVGHTDLMAAY. The TCR CDR3 sequence is CASSPSDRNQETQYF. Result: 0 (the TCR does not bind to the epitope). (5) The epitope is YLNTLTLAV. The TCR CDR3 sequence is CASNTGAIEETQYF. Result: 1 (the TCR binds to the epitope). (6) The epitope is TPRVTGGGAM. The TCR CDR3 sequence is CASSLVGESAPPHEQYF. Result: 1 (the TCR binds to the epitope). (7) The epitope is RLFRKSNLK. The TCR CDR3 sequence is CASSLGQGNEQFF. Result: 1 (the TCR binds to the epitope).